From a dataset of Peptide-MHC class II binding affinity with 134,281 pairs from IEDB. Regression. Given a peptide amino acid sequence and an MHC pseudo amino acid sequence, predict their binding affinity value. This is MHC class II binding data. (1) The peptide sequence is LFAAFPSFAGLRPTF. The MHC is HLA-DQA10102-DQB10602 with pseudo-sequence HLA-DQA10102-DQB10602. The binding affinity (normalized) is 0.327. (2) The MHC is DRB4_0101 with pseudo-sequence DRB4_0103. The binding affinity (normalized) is 0.336. The peptide sequence is YATFFIKANSKFIGITE. (3) The peptide sequence is SNQVKFYFNKRLN. The MHC is DRB5_0101 with pseudo-sequence DRB5_0101. The binding affinity (normalized) is 0.102. (4) The peptide sequence is VGPFNFRFMSKGGMR. The MHC is DRB1_1101 with pseudo-sequence DRB1_1101. The binding affinity (normalized) is 0.775.